This data is from Reaction yield outcomes from USPTO patents with 853,638 reactions. The task is: Predict the reaction yield, written as a fraction of the theoretical maximum amount of product (1.0 means a 100% yield; for example, 0.34 means a 34% yield). (1) The reactants are [CH3:1][S:2]([C:5]1[CH:10]=[CH:9][C:8]([N:11]2[C:16](=[O:17])[CH2:15][CH2:14][C:13]([C:18]3[CH:34]=[CH:33][C:21]4[CH2:22][CH2:23][N:24]([C:27](=[O:32])[C:28]([F:31])([F:30])[F:29])[CH2:25][CH2:26][C:20]=4[CH:19]=3)=[N:12]2)=[CH:7][CH:6]=1)(=[O:4])=[O:3].[Se](=O)=O. The catalyst is C(O)(=O)C.CO.C(Cl)Cl. The product is [CH3:1][S:2]([C:5]1[CH:10]=[CH:9][C:8]([N:11]2[C:16](=[O:17])[CH:15]=[CH:14][C:13]([C:18]3[CH:34]=[CH:33][C:21]4[CH2:22][CH2:23][N:24]([C:27](=[O:32])[C:28]([F:30])([F:31])[F:29])[CH2:25][CH2:26][C:20]=4[CH:19]=3)=[N:12]2)=[CH:7][CH:6]=1)(=[O:3])=[O:4]. The yield is 0.580. (2) The reactants are [OH:1][NH:2][C:3]([C:5]1[C:10]([N+:11]([O-:13])=[O:12])=[CH:9][CH:8]=[CH:7][N:6]=1)=[NH:4].[CH3:14][C:15]1[CH:23]=[C:19]([C:20](O)=O)[C:18]([OH:24])=[CH:17][CH:16]=1. No catalyst specified. The product is [CH3:14][C:15]1[CH:16]=[CH:17][C:18]([OH:24])=[C:19]([C:20]2[O:1][N:2]=[C:3]([C:5]3[C:10]([N+:11]([O-:13])=[O:12])=[CH:9][CH:8]=[CH:7][N:6]=3)[N:4]=2)[CH:23]=1. The yield is 0.280. (3) The reactants are [CH2:1]([Mg]Cl)[CH2:2][CH3:3].CN1CCCC1=O.Br[C:14]1[CH:19]=[CH:18][C:17]([F:20])=[CH:16][N:15]=1. The catalyst is [Cl-].[Zn+2].[Cl-].O. The product is [F:20][C:17]1[CH:18]=[CH:19][C:14]([CH2:1][CH2:2][CH3:3])=[N:15][CH:16]=1. The yield is 0.300. (4) The reactants are [CH2:1]([Li])CCC.C(NC(C)C)(C)C.[N:13]1[CH:18]=[CH:17][CH:16]=[CH:15][C:14]=1[CH2:19][C:20]([O:22][CH2:23][CH3:24])=[O:21].IC. The catalyst is O1CCCC1.O. The product is [N:13]1[CH:18]=[CH:17][CH:16]=[CH:15][C:14]=1[CH:19]([CH3:1])[C:20]([O:22][CH2:23][CH3:24])=[O:21]. The yield is 0.425. (5) The reactants are [CH3:1][O:2][C:3]1[CH:4]=[C:5]([N:12]2[CH2:17][CH2:16][C:15](=O)[CH2:14][CH2:13]2)[CH:6]=[CH:7][C:8]=1[N+:9]([O-:11])=[O:10].Cl.[F:20][C:21]1([F:27])[CH2:26][CH2:25][CH2:24][NH:23][CH2:22]1.C(O)(=O)C.C(N(CC)CC)C.C(O[BH-](OC(=O)C)OC(=O)C)(=O)C.[Na+]. The catalyst is ClCCCl. The product is [F:20][C:21]1([F:27])[CH2:26][CH2:25][CH2:24][N:23]([CH:15]2[CH2:16][CH2:17][N:12]([C:5]3[CH:6]=[CH:7][C:8]([N+:9]([O-:11])=[O:10])=[C:3]([O:2][CH3:1])[CH:4]=3)[CH2:13][CH2:14]2)[CH2:22]1. The yield is 0.680. (6) The catalyst is C1COCC1. The yield is 0.190. The reactants are [H-].[Na+].[C:3]([C:7]1[CH:30]=[CH:29][C:10]([C:11]([N:13]2[CH2:18][CH2:17][C:16]3([CH2:27][C:26](=[O:28])[C:25]4[C:20](=[CH:21][CH:22]=[CH:23][CH:24]=4)[O:19]3)[CH2:15][CH2:14]2)=[O:12])=[CH:9][C:8]=1[O:31][CH3:32])([CH3:6])([CH3:5])[CH3:4].[CH:33](OCC)=[O:34]. The product is [C:3]([C:7]1[CH:30]=[CH:29][C:10]([C:11]([N:13]2[CH2:14][CH2:15][C:16]3([C:27](=[CH:33][OH:34])[C:26](=[O:28])[C:25]4[C:20](=[CH:21][CH:22]=[CH:23][CH:24]=4)[O:19]3)[CH2:17][CH2:18]2)=[O:12])=[CH:9][C:8]=1[O:31][CH3:32])([CH3:6])([CH3:4])[CH3:5]. (7) The reactants are C(OC(=O)[NH:7][C:8]1[CH:13]=[CH:12][CH:11]=[CH:10][C:9]=1[NH:14][C:15](=[O:47])/[CH:16]=[CH:17]/[C:18]1[CH:23]=[CH:22][C:21]([CH:24]([O:38][CH2:39][CH2:40][N:41]2[CH2:46][CH2:45][O:44][CH2:43][CH2:42]2)[C:25](=[O:37])[NH:26][C:27]2[CH:32]=[CH:31][C:30]([C:33]([F:36])([F:35])[F:34])=[CH:29][CH:28]=2)=[CH:20][CH:19]=1)(C)(C)C.Cl. The catalyst is CO. The product is [NH2:7][C:8]1[CH:13]=[CH:12][CH:11]=[CH:10][C:9]=1[NH:14][C:15](=[O:47])/[CH:16]=[CH:17]/[C:18]1[CH:23]=[CH:22][C:21]([CH:24]([O:38][CH2:39][CH2:40][N:41]2[CH2:46][CH2:45][O:44][CH2:43][CH2:42]2)[C:25](=[O:37])[NH:26][C:27]2[CH:32]=[CH:31][C:30]([C:33]([F:34])([F:35])[F:36])=[CH:29][CH:28]=2)=[CH:20][CH:19]=1. The yield is 0.170.